Dataset: Human Reference Interactome with 51,813 positive PPI pairs across 8,248 proteins, plus equal number of experimentally-validated negative pairs. Task: Binary Classification. Given two protein amino acid sequences, predict whether they physically interact or not. (1) Protein 1 (ENSG00000205572) has sequence MARGNQRELARQKNMKKTQEISKGKRKEDSLTASQRKQRDSEIMQEKQKAANEKKSMQTREK*MARGNQRELARQKNMKKTQEISKGKRKEDSLTASQRKQSSGGQKSESKMSAGPHLPLKAPRENPCFPLPAAGGSRYYLAYGSITPISAFVFVVFFSVFFPSFYEDFCCWI*MARGNQRELARQKNMKKTQEISKGKRKEDSLTASQRKQSSGGQKSESKMSAGPHLPLKAPRENPCFPLPAAGGSRFHSNLG*MKKTQEISKGKRKEDSLTASQRKQSSGGQKSESKMSAGPHLPLK.... Protein 2 (ENSG00000100300) has sequence MAPPWVPAMGFTLAPSLGCFVGSRFVHGEGLRWYAGLQKPSWHPPHWVLGPVWGTLYSAMGYGSYLVWKELGGFTEKAVVPLGLYTGQLALNWAWPPIFFGARQMGWALVDLLLVSGAAAATTVAWYQVSPLAARLLYPYLAWLAFTTTLNYCVWRDNHGWRGGRRLPE*MAPPWVPAMGFTLAPSLGCFVGSRFVHGEGLRWYAGLQKPSWHPPHWVLGPVWGTLYSAMGYGSYLVWKELGGFTEKAVVPLGLYTGQLALNWAWPPIFFGARQMGWMGWALVDLLLVSGAAAATTVAWY.... Result: 0 (the proteins do not interact). (2) Protein 1 (ENSG00000180785) has sequence MMVDPNGNESSATYFILIGLPGLEEAQFWLAFPLCSLYLIAVLGNLTIIYIVRTEHSLHEPMYIFLCMLSGIDILISTSSMPKMLAIFWFNSTTIQFDACLLQMFAIHSLSGMESTVLLAMAFDRYVAICHPLRHATVLTLPRVTKIGVAAVVRGAALMAPLPVFIKQLPFCRSNILSHSYCLHQDVMKLACDDIRVNVVYGLIVIISAIGLDSLLISFSYLLILKTVLGLTREAQAKAFGTCVSHVCAVFIFYVPFIGLSMVHRFSKRRDSPLPVILANIYLLVPPVLNPIVYGVKTKE.... Protein 2 (ENSG00000162413) has sequence MERPAPLAVLPFSDPAHALSLLRGLSQLRAERKFLDVTLEAAGGRDFPAHRAVLAAASPYFRAMFAGQLRESRAERVRLHGVPPDMLQLLLDFSYTGRVAVSGDNAEPLLRAADLLQFPAVKEACGAFLQQQLDLANCLDMQDFAEAFSCSGLASAAQRFILRHVGELGAEQLERLPLARLLRYLRDDGLCVPKEEAAYQLALRWVRADPPRRAAHWPQLLEAVRLPFVRRFYLLAHVEAEPLVARCPPCLRLLREARDFQAARYDRHDRGPCPRMRPRPSTGLAEILVLVGGCDQDCDE.... Result: 0 (the proteins do not interact). (3) Result: 1 (the proteins interact). Protein 1 (ENSG00000115363) has sequence MRLPLSHSPEHVEMALLSNILAAYSFVSENPERAALYFVSGVCIGLVLTLAALVIRISCHTDCRRRPGKKFLQDRESSSDSSDSEDGSEDTVSDLSVRRHRRFERTLNKNVFTSAEELERAQRLEERERIIREIWMNGQPEVPGTRSLNRYY*MKGSKSFVLQKMFSCSKNPERAALYFVSGVCIGLVLTLAALVIRISCHTDCRRRPGKKFLQDRESSSDSSDSEDGSEDTVSDLSVRRHRRFERTLNKNVFTSAEELERAQRLEERERIIREIWMNGQPEVPGTRSLNRYY*MRLPLS.... Protein 2 (ENSG00000204979) has sequence MIGIFHIFMWYFLLVLYMGQIKGAFGTYEPVTYKTGCTLWGIFFIIAGVFLIRVTKYPTRSGKLGREVSRILLFFYGLEFSIALTHSIYSCSNLFRRQNDLTSVTEEAESTP*MIGIFHIFMWYFLLVLYMGQIKGAFGTYEPVTYKTGCTLWGIFFIIAGVFLIRVTKYPTRSGIISTLIINIICIITTITAVTLTIIELSHFNSVSYRNYGQAKLGREVSRILLFFYGLEFSIALTHSIYSCSNLFRRQNDLTSVTEEAESTP*MIGIFHIFMWYFLLVLYMGQIKGAFGTYEPVTYK.... (4) Protein 1 (ENSG00000139436) has sequence MSKRLRSSEVCADCSGPDPSWASVNRGTFLCDECCSVHRSLGRHISQVRHLKHTPWPPTLLQMVETLYNNGANSIWEHSLLDPASIMSGRRKANPQDKVHPNKAEFIRAKYQMLAFVHRLPCRDDDSVTAKDLSKQLHSSVRTGNLETCLRLLSLGAQANFFHPEKGNTPLHVASKAGQILQAELLAVYGADPGTQDSSGKTPVDYARQGGHHELAERLVEIQYELTDRLAFYLCGRKPDHKNGQHFIIPQMADSSLDLSELAKAAKKKLQSLSNHLFEELAMDVYDEVDRRETDAVWLA.... Protein 2 (ENSG00000178776) has sequence MAVSVLRLTVVLGLLVLFLTCYADDKPDKPDDKPDDSGKDPKPDFPKFLSLLGTEIIENAVEFILRSMSRSTGFMEFDDNEGKHSSK*MAVSVLRLTVVLGLLVLFLTCYADDKPDKPDDKPDDSGKDPKPDFPKFLSLLGTEIIENAVEFILRSMSRST*. Result: 0 (the proteins do not interact). (5) Protein 1 (ENSG00000170234) has sequence MAAVAAEAAATAASPGEGGAGEAEPEMEPIPGSEAGTDPLPVTATEASVPDGETDGQQSAPQADEPPLPPPPPPPGELARSPEAVGPELEAEEKLSVRVAESAAAAPQGGPELPPSPASPPEQPPAPEEREEPPLPQPVAPALVPPAGGDSTVSQLIPGSEVRVTLDHIIEDALVVSFRFGEKLFSGVLMDLSKRFGPHGIPVTVFPKREYKDKPEAMPLQSNTFQEGTEVKCEANGAVPDDPSPVPHPELSLAESLWTSKPPPLFHEGAPYPPPLFIRDTYNQSIPQPPPRKIKRPKRK.... Protein 2 (ENSG00000221955) has sequence MTQMSQVQELFHEAAQQDALAQPQPWWKTQLFMWEPVLFGTWDGVFTSCMINIFGVVLFLRTGWLVGNTGVLLGMFLVSFVILVALVTVLSGIGVGERSSIGSGGVYSMISSVLGGQTGGTIGLLYVFGQCVAGAMYITGFAESISDLLGLGNIWAVRGISVAVLLALLGINLAGVKWIIRLQLLLLFLLAVSTLDFVVGSFTHLDPEHGFIGYSPELLQNNTLPDYSPGESFFTVFGVFFPAATGVMAGFNMGGDLREPAASIPLGSLAAVGISWFLYIIFVFLLGAICTREALRYDFL.... Result: 0 (the proteins do not interact). (6) Protein 1 (ENSG00000105954) has sequence MEIISSKLFILLTLATSSLLTSNIFCADELVMSNLHSKENYDKYSEPRGYPKGERSLNFEELKDWGPKNVIKMSTPAVNKMPHSFANLPLRFGRNVQEERSAGATANLPLRSGRNMEVSLVRRVPNLPQRFGRTTTAKSVCRMLSDLCQGSMHSPCANDLFYSMTCQHQEIQNPDQKQSRRLLFKKIDDAELKQEK*. Protein 2 (ENSG00000143164) has sequence MSRGGSYPHLLWDVRKRSLGLEDPSRLRSRYLGRREFIQRLKLEATLNVHDGCVNTICWNDTGEYILSGSDDTKLVISNPYSRKVLTTIRSGHRANIFSAKFLPCTNDKQIVSCSGDGVIFYTNVEQDAETNRQCQFTCHYGTTYEIMTVPNDPYTFLSCGEDGTVRWFDTRIKTSCTKEDCKDDILINCRRAATSVAICPPIPYYLAVGCSDSSVRIYDRRMLGTRATGNYAGRGTTGMVARFIPSHLNNKSCRVTSLCYSEDGQEILVSYSSDYIYLFDPKDDTARELKTPSAEERRE.... Result: 0 (the proteins do not interact). (7) Protein 1 (ENSG00000177459) has sequence MGCSSSALNKAGDSSRFPSVTSNEHFSTAEESESCFAQPKPHALGRESTVDGNVQRESRPPLQKLKVSAEPTANGVKPLQEQPLAKDVAPGRDATDQSGSTEKTQPGEGLEESGPPQPGGKEDAPAAEGKKKDAGAGTEAESLKGNAEAQPLGPEAKGQPLQAAVEKDSLRAVEVTENPQTAAEMKPLGTTENVLTLQIAGELQPQGTVGKDEQAPLLETISKENESPEILEGSQFVETAEEQQLQATLGKEEQPQLLERIPKENVTPEVLDRSQLVEKPVMNDPFHKTPEGPGNMEQIQ.... Protein 2 (ENSG00000164548) has sequence MSDVEENNFEGRESRSQSKSPTGTPARVKSESRSGSRSPSRVSKHSESHSRSRSKSRSRSRRHSHRRYTRSRSHSHSHRRRSRSRSYTPEYRRRRSRSHSPMSNRRRHTGSRANPDPNTCLGVFGLSLYTTERDLREVFSRYGPLSGVNVVYDQRTGRSRGFAFVYFERIDDSKEAMERANGMELDGRRIRVDYSITKRAHTPTPGIYMGRPTHSGGGGGGGGGGGGGGGGRRRDSYYDRGYDRGYDRYEDYDYRYRRRSPSPYYSRYRSRSRSRSYSPRRY*MSNRRRHTGSRANPDPN.... Result: 0 (the proteins do not interact). (8) Protein 1 (ENSG00000100325) has sequence MPALPLDQLQITHKDPKTGKLRTSPALHPEQKADRYFVLYKPPPKDNIPALVEEYLERATFVANDLDWLLALPHDKFWCQVIFDETLQKCLDSYLRYVPRKFDEGVASAPEVVDMQKRLHRSVFLTFLRMSTHKESKDHFISPSAFGEILYNNFLFDIPKILDLCVLFGKGNSPLLQKMIGNIFTQQPSYYSDLDETLPTILQVFSNILQHCGLQGDGANTTPQKLEERGRLTPSDMPLLELKDIVLYLCDTCTTLWAFLDIFPLACQTFQKHDFCYRLASFYEAAIPEMESAIKKRRLE.... Protein 2 (ENSG00000113119) has sequence MWSRRQGRLRPTVCGVEELRRRRREREAALRKARREQQLVSKRLLRNDAPEEAGEGCVAAILGETEVQQFLRQAQRGTEEKEREGALVSLRRGLQHPETQQTFIRLEGSMRTLVGLLTSNQALLQLEAARCLHELSHSEQSTVAEACLPATSYLLTYLSSHSSDFIELCLYTLGNLIVESEAVRRQLLPQGIVPALAACIQSPHVAVLEALGYALSQLLQAEEAPEKIIPPASASSSILASTLPQHMLQMLQPGPKLNPGVAVEFAWCLHYIICSQVSNPLLIGHGALSTLGLLLLDLAG.... Result: 0 (the proteins do not interact).